From a dataset of Full USPTO retrosynthesis dataset with 1.9M reactions from patents (1976-2016). Predict the reactants needed to synthesize the given product. (1) Given the product [Br:1][C:2]1[CH:7]=[CH:6][CH:5]=[CH:4][C:3]=1[C:8]1[N:9]=[C:10]([CH:32]([OH:33])[C:34]2[C:35]([F:50])=[C:36]([OH:42])[CH:37]=[C:38]([CH2:40][CH3:41])[CH:39]=2)[N:11]([C:13]([C:26]2[CH:31]=[CH:30][CH:29]=[CH:28][CH:27]=2)([C:20]2[CH:25]=[CH:24][CH:23]=[CH:22][CH:21]=2)[C:14]2[CH:19]=[CH:18][CH:17]=[CH:16][CH:15]=2)[CH:12]=1, predict the reactants needed to synthesize it. The reactants are: [Br:1][C:2]1[CH:7]=[CH:6][CH:5]=[CH:4][C:3]=1[C:8]1[N:9]=[C:10]([CH:32]([C:34]2[CH:39]=[C:38]([CH2:40][CH3:41])[CH:37]=[C:36]([O:42][Si](C(C)(C)C)(C)C)[C:35]=2[F:50])[OH:33])[N:11]([C:13]([C:26]2[CH:31]=[CH:30][CH:29]=[CH:28][CH:27]=2)([C:20]2[CH:25]=[CH:24][CH:23]=[CH:22][CH:21]=2)[C:14]2[CH:19]=[CH:18][CH:17]=[CH:16][CH:15]=2)[CH:12]=1.CCCC[N+](CCCC)(CCCC)CCCC.[F-]. (2) The reactants are: [I:1][C:2]1[C:3]([S:11][C:12]2[NH:13][C:14]3[CH:19]=[CH:18][N:17]=[C:16]([NH2:20])[C:15]=3[N:21]=2)=[CH:4][C:5]2[O:9][CH2:8][O:7][C:6]=2[CH:10]=1.Br[CH2:23][CH2:24][CH2:25][CH2:26][N:27]1[C:35](=[O:36])[C:34]2[C:29](=[CH:30][CH:31]=[CH:32][CH:33]=2)[C:28]1=[O:37].C([O-])([O-])=O.[Cs+].[Cs+]. Given the product [NH2:20][C:16]1[C:15]2[N:21]=[C:12]([S:11][C:3]3[C:2]([I:1])=[CH:10][C:6]4[O:7][CH2:8][O:9][C:5]=4[CH:4]=3)[N:13]([CH2:23][CH2:24][CH2:25][CH2:26][N:27]3[C:35](=[O:36])[C:34]4[C:29](=[CH:30][CH:31]=[CH:32][CH:33]=4)[C:28]3=[O:37])[C:14]=2[CH:19]=[CH:18][N:17]=1, predict the reactants needed to synthesize it. (3) Given the product [ClH:17].[Br:1][C:2]1[CH:7]=[CH:6][N:5]=[C:4]([C@@H:8]([NH2:11])[CH2:9][CH3:10])[CH:3]=1, predict the reactants needed to synthesize it. The reactants are: [Br:1][C:2]1[CH:7]=[CH:6][N:5]=[C:4]([C@@H:8]([NH2:11])[CH2:9][CH3:10])[CH:3]=1.C(=O)(O)[O-].[Na+].[ClH:17]. (4) Given the product [CH3:1][C:2]1[CH:3]=[C:4]([C:8]2[O:12][N:11]=[CH:10][C:9]=2[C:13]([N:39]2[CH2:44][CH2:43][CH2:42][CH:41]([C:45]([OH:48])([CH3:47])[CH3:46])[CH2:40]2)=[O:15])[CH:5]=[CH:6][CH:7]=1, predict the reactants needed to synthesize it. The reactants are: [CH3:1][C:2]1[CH:3]=[C:4]([C:8]2[O:12][N:11]=[CH:10][C:9]=2[C:13]([OH:15])=O)[CH:5]=[CH:6][CH:7]=1.CN(C(ON1N=NC2C=CC=CC1=2)=[N+](C)C)C.[B-](F)(F)(F)F.Cl.[NH:39]1[CH2:44][CH2:43][CH2:42][CH:41]([C:45]([OH:48])([CH3:47])[CH3:46])[CH2:40]1.C(N(CC)CC)C. (5) Given the product [Br:32][CH2:33][CH2:34][NH:35][S:27]([C:24]1[CH:25]=[CH:26][C:21]([NH:20][C:18](=[O:19])[CH2:17][CH2:16][C:7]2[CH:6]=[C:5]([C:1]([CH3:4])([CH3:3])[CH3:2])[C:10]([OH:11])=[C:9]([C:12]([CH3:15])([CH3:14])[CH3:13])[CH:8]=2)=[CH:22][CH:23]=1)(=[O:29])=[O:28], predict the reactants needed to synthesize it. The reactants are: [C:1]([C:5]1[CH:6]=[C:7]([CH2:16][CH2:17][C:18]([NH:20][C:21]2[CH:26]=[CH:25][C:24]([S:27](Cl)(=[O:29])=[O:28])=[CH:23][CH:22]=2)=[O:19])[CH:8]=[C:9]([C:12]([CH3:15])([CH3:14])[CH3:13])[C:10]=1[OH:11])([CH3:4])([CH3:3])[CH3:2].Br.[Br:32][CH2:33][CH2:34][NH2:35].C(N(CC)CC)C.